From a dataset of NCI-60 drug combinations with 297,098 pairs across 59 cell lines. Regression. Given two drug SMILES strings and cell line genomic features, predict the synergy score measuring deviation from expected non-interaction effect. (1) Drug 1: C1=C(C(=O)NC(=O)N1)F. Drug 2: CC1=C2C(C(=O)C3(C(CC4C(C3C(C(C2(C)C)(CC1OC(=O)C(C(C5=CC=CC=C5)NC(=O)OC(C)(C)C)O)O)OC(=O)C6=CC=CC=C6)(CO4)OC(=O)C)O)C)O. Cell line: CAKI-1. Synergy scores: CSS=51.6, Synergy_ZIP=6.14, Synergy_Bliss=5.53, Synergy_Loewe=-4.18, Synergy_HSA=11.8. (2) Cell line: SK-MEL-2. Drug 1: C1=CC(=C2C(=C1NCCNCCO)C(=O)C3=C(C=CC(=C3C2=O)O)O)NCCNCCO. Drug 2: C1=C(C(=O)NC(=O)N1)N(CCCl)CCCl. Synergy scores: CSS=57.1, Synergy_ZIP=1.13, Synergy_Bliss=4.80, Synergy_Loewe=-15.4, Synergy_HSA=5.88. (3) Drug 1: C1CCN(CC1)CCOC2=CC=C(C=C2)C(=O)C3=C(SC4=C3C=CC(=C4)O)C5=CC=C(C=C5)O. Drug 2: CN1CCC(CC1)COC2=C(C=C3C(=C2)N=CN=C3NC4=C(C=C(C=C4)Br)F)OC. Cell line: UO-31. Synergy scores: CSS=20.8, Synergy_ZIP=-6.44, Synergy_Bliss=1.59, Synergy_Loewe=-1.29, Synergy_HSA=3.16. (4) Drug 1: C1CCC(C1)C(CC#N)N2C=C(C=N2)C3=C4C=CNC4=NC=N3. Drug 2: CN(C(=O)NC(C=O)C(C(C(CO)O)O)O)N=O. Cell line: SW-620. Synergy scores: CSS=16.3, Synergy_ZIP=-4.22, Synergy_Bliss=-6.14, Synergy_Loewe=-6.46, Synergy_HSA=-6.51. (5) Drug 1: CC(C1=C(C=CC(=C1Cl)F)Cl)OC2=C(N=CC(=C2)C3=CN(N=C3)C4CCNCC4)N. Drug 2: CC(C)(C#N)C1=CC(=CC(=C1)CN2C=NC=N2)C(C)(C)C#N. Cell line: CAKI-1. Synergy scores: CSS=11.8, Synergy_ZIP=-5.35, Synergy_Bliss=-3.41, Synergy_Loewe=-17.8, Synergy_HSA=-1.75. (6) Drug 1: COC1=C(C=C2C(=C1)N=CN=C2NC3=CC(=C(C=C3)F)Cl)OCCCN4CCOCC4. Drug 2: CC12CCC3C(C1CCC2OP(=O)(O)O)CCC4=C3C=CC(=C4)OC(=O)N(CCCl)CCCl.[Na+]. Cell line: 786-0. Synergy scores: CSS=13.3, Synergy_ZIP=-5.42, Synergy_Bliss=-1.83, Synergy_Loewe=-18.3, Synergy_HSA=-1.11. (7) Drug 1: CC1OCC2C(O1)C(C(C(O2)OC3C4COC(=O)C4C(C5=CC6=C(C=C35)OCO6)C7=CC(=C(C(=C7)OC)O)OC)O)O. Drug 2: CC(C)(C#N)C1=CC(=CC(=C1)CN2C=NC=N2)C(C)(C)C#N. Cell line: IGROV1. Synergy scores: CSS=23.5, Synergy_ZIP=-10.6, Synergy_Bliss=-3.56, Synergy_Loewe=-4.64, Synergy_HSA=-2.39. (8) Drug 1: CC1OCC2C(O1)C(C(C(O2)OC3C4COC(=O)C4C(C5=CC6=C(C=C35)OCO6)C7=CC(=C(C(=C7)OC)O)OC)O)O. Drug 2: C1CN(CCN1C(=O)CCBr)C(=O)CCBr. Cell line: BT-549. Synergy scores: CSS=35.7, Synergy_ZIP=0.00563, Synergy_Bliss=1.18, Synergy_Loewe=-2.74, Synergy_HSA=4.27.